Dataset: Reaction yield outcomes from USPTO patents with 853,638 reactions. Task: Predict the reaction yield, written as a fraction of the theoretical maximum amount of product (1.0 means a 100% yield; for example, 0.34 means a 34% yield). (1) The reactants are [NH2:1][C:2]1[CH:11]=[CH:10][C:9]([C:12]([C:14]2[N:22]3[C:17]([CH:18]=[CH:19][CH:20]=[CH:21]3)=[C:16]([C:23]3[CH:28]=[CH:27][CH:26]=[C:25]([O:29][CH2:30][C:31]([O:33]C(C)(C)C)=[O:32])[CH:24]=3)[C:15]=2[CH3:38])=[O:13])=[CH:8][C:3]=1[C:4]([O:6][CH3:7])=[O:5].O. The catalyst is FC(F)(F)C(O)=O.ClCCl. The product is [NH2:1][C:2]1[CH:11]=[CH:10][C:9]([C:12]([C:14]2[N:22]3[C:17]([CH:18]=[CH:19][CH:20]=[CH:21]3)=[C:16]([C:23]3[CH:24]=[C:25]([CH:26]=[CH:27][CH:28]=3)[O:29][CH2:30][C:31]([OH:33])=[O:32])[C:15]=2[CH3:38])=[O:13])=[CH:8][C:3]=1[C:4]([O:6][CH3:7])=[O:5]. The yield is 0.920. (2) The reactants are C[O:2][C:3](=[O:41])[C:4]1[CH:9]=[CH:8][C:7]([NH:10][C:11]([N:13]2[CH2:17][C@@H:16]([CH2:18][C:19]([CH3:22])([CH3:21])[CH3:20])[C@@:15]([C:25]3[CH:30]=[CH:29][C:28]([Cl:31])=[CH:27][C:26]=3[F:32])([C:23]#[N:24])[C@H:14]2[C:33]2[CH:38]=[CH:37][C:36]([Cl:39])=[CH:35][C:34]=2[F:40])=[O:12])=[CH:6][CH:5]=1.[Li+].[OH-]. The catalyst is C1COCC1.CO. The product is [Cl:39][C:36]1[CH:37]=[CH:38][C:33]([C@@H:14]2[C@:15]([C:25]3[CH:30]=[CH:29][C:28]([Cl:31])=[CH:27][C:26]=3[F:32])([C:23]#[N:24])[C@H:16]([CH2:18][C:19]([CH3:22])([CH3:21])[CH3:20])[CH2:17][N:13]2[C:11]([NH:10][C:7]2[CH:6]=[CH:5][C:4]([C:3]([OH:41])=[O:2])=[CH:9][CH:8]=2)=[O:12])=[C:34]([F:40])[CH:35]=1. The yield is 0.806.